Dataset: Reaction yield outcomes from USPTO patents with 853,638 reactions. Task: Predict the reaction yield, written as a fraction of the theoretical maximum amount of product (1.0 means a 100% yield; for example, 0.34 means a 34% yield). (1) The reactants are Cl.[N:2]1[CH:7]=[CH:6][CH:5]=[C:4]([C:8]([NH2:10])=[NH:9])[CH:3]=1.[Cl:11][C:12]1[CH:19]=[C:18]([F:20])[CH:17]=[CH:16][C:13]=1[CH:14]=O.[CH3:21][C:22]1([CH3:30])[CH2:27][C:26](=[O:28])[CH2:25][C:24](=O)[CH2:23]1.C([O-])(=O)C.[Na+].Cl. The catalyst is C(O)C.O.C(OCC)(=O)C. The product is [N:2]1[CH:7]=[CH:6][CH:5]=[C:4]([C:8]2[NH:10][C:24]3[CH2:23][C:22]([CH3:30])([CH3:21])[CH2:27][C:26](=[O:28])[C:25]=3[CH:14]([C:13]3[CH:16]=[CH:17][C:18]([F:20])=[CH:19][C:12]=3[Cl:11])[N:9]=2)[CH:3]=1. The yield is 0.260. (2) The catalyst is C(OCC)C. The yield is 0.410. The reactants are [Mg].[CH3:2][C:3]1[CH:4]=[C:5]([CH:8]=[CH:9][CH:10]=1)[CH2:6]Br.[CH3:11][C:12]1[CH2:17][CH2:16][CH2:15][C:14]([CH3:19])([CH3:18])[C:13]=1[CH:20]=[O:21]. The product is [C:3]1([CH3:2])[CH:10]=[CH:9][CH:8]=[C:5]([CH2:6][CH:20]([C:13]2[C:14]([CH3:19])([CH3:18])[CH2:15][CH2:16][CH2:17][C:12]=2[CH3:11])[OH:21])[CH:4]=1.